From a dataset of Experimentally validated miRNA-target interactions with 360,000+ pairs, plus equal number of negative samples. Binary Classification. Given a miRNA mature sequence and a target amino acid sequence, predict their likelihood of interaction. (1) The miRNA is mmu-miR-1894-3p with sequence GCAAGGGAGAGGGUGAAGGGAG. The protein sequence of the target gene is MAGNFWQSSHYLQWILDKQDLLKERQKDLKFLSEEEYWKLQIFFTNVIQALGEHLKLRQQVIATATVYFKRFYARYSLKSIDPVLMAPTCVFLASKVEEFGVVSNTRLIAATTSVLKTRFSYAFPKEFPYRMNHILECEFYLLELMDCCLIVYHPYRPLLQYVQDMGQEDVLLPLAWRIVNDTYRTDLCLLYPPFMIALACLHVACVVQQKDARQWFAELSVDMEKILEIIRVILKLYEQWKNFDERKEMATILSKMPKPKPPPNSEGEQGPNGSQNSSYSQS. Result: 0 (no interaction). (2) The miRNA is hsa-miR-8066 with sequence CAAUGUGAUCUUUUGGAUGUA. The protein sequence of the target gene is MKSLQFCFLFCCWKAICCNSCELTNITITVEKEECNFCISINTTWCAGYCYTRDLVYKDPARPNIQKTCTFKELVYETVKVPGCAHHADSLYTYPVATECHCGKCDSDSTDCTVRGLGPSYCSFSEMKE. Result: 0 (no interaction).